From a dataset of Forward reaction prediction with 1.9M reactions from USPTO patents (1976-2016). Predict the product of the given reaction. (1) Given the reactants [F:1][C:2]1[C:19]([F:20])=[C:18]2[C:5]([CH2:6][C:7]3([C@H:16]4[C@H:24]([CH3:25])[O:23][C@H:22]([CH3:26])[CH2:21][N:17]42)[C:12](=[O:13])[NH:11][C:10](=[O:14])[NH:9][C:8]3=[O:15])=[CH:4][C:3]=1[C:27]([NH:29][CH:30]1[CH2:34][CH2:33][N:32](C(OC(C)(C)C)=O)[CH2:31]1)=[O:28].Cl, predict the reaction product. The product is: [F:1][C:2]1[C:19]([F:20])=[C:18]2[C:5]([CH2:6][C:7]3([C@H:16]4[C@H:24]([CH3:25])[O:23][C@H:22]([CH3:26])[CH2:21][N:17]42)[C:12](=[O:13])[NH:11][C:10](=[O:14])[NH:9][C:8]3=[O:15])=[CH:4][C:3]=1[C:27]([NH:29][CH:30]1[CH2:34][CH2:33][NH:32][CH2:31]1)=[O:28]. (2) Given the reactants C[O:2][C:3](=[O:30])[CH2:4][C:5]1[C:14]([CH3:15])=[C:13]([C:16]([N:18]2[CH2:23][CH2:22][N:21]([S:24]([CH2:27][CH3:28])(=[O:26])=[O:25])[CH2:20][CH2:19]2)=[O:17])[C:12]2[C:7](=[CH:8][CH:9]=[C:10]([F:29])[CH:11]=2)[CH:6]=1.[OH-].[Li+].Cl, predict the reaction product. The product is: [CH2:27]([S:24]([N:21]1[CH2:22][CH2:23][N:18]([C:16]([C:13]2[C:12]3[C:7](=[CH:8][CH:9]=[C:10]([F:29])[CH:11]=3)[CH:6]=[C:5]([CH2:4][C:3]([OH:30])=[O:2])[C:14]=2[CH3:15])=[O:17])[CH2:19][CH2:20]1)(=[O:25])=[O:26])[CH3:28]. (3) Given the reactants CO[C:3](=[O:18])[CH2:4][C@:5]([NH2:17])([C:7]1[CH:12]=[C:11]([N+:13]([O-:15])=[O:14])[CH:10]=[CH:9][C:8]=1[F:16])[CH3:6].[CH3:19][NH:20][C:21]([NH:23][C:24](=[O:30])[O:25][C:26]([CH3:29])([CH3:28])[CH3:27])=S, predict the reaction product. The product is: [C:26]([O:25][C:24](=[O:30])[NH:23][C:21]1[N:20]([CH3:19])[C:3](=[O:18])[CH2:4][C@:5]([C:7]2[CH:12]=[C:11]([N+:13]([O-:15])=[O:14])[CH:10]=[CH:9][C:8]=2[F:16])([CH3:6])[N:17]=1)([CH3:29])([CH3:28])[CH3:27]. (4) The product is: [N+:1]([C:4]1[CH:9]=[CH:8][CH:7]=[CH:6][C:5]=1[S:10]([N:13]([CH2:45][C:42]1[CH:41]=[CH:40][C:39](/[N:38]=[CH:37]/[C:34]2[S:35][CH:36]=[C:32]([C:26]3[CH:31]=[CH:30][CH:29]=[CH:28][CH:27]=3)[N:33]=2)=[CH:44][CH:43]=1)[C:14]1[CH:19]=[CH:18][C:17]([CH2:20][CH2:21][C:22]([O:24][CH3:25])=[O:23])=[CH:16][CH:15]=1)(=[O:12])=[O:11])([O-:3])=[O:2]. Given the reactants [N+:1]([C:4]1[CH:9]=[CH:8][CH:7]=[CH:6][C:5]=1[S:10]([NH:13][C:14]1[CH:19]=[CH:18][C:17]([CH2:20][CH2:21][C:22]([O:24][CH3:25])=[O:23])=[CH:16][CH:15]=1)(=[O:12])=[O:11])([O-:3])=[O:2].[C:26]1([C:32]2[N:33]=[C:34](/[CH:37]=[N:38]/[C:39]3[CH:44]=[CH:43][C:42]([CH2:45]O)=[CH:41][CH:40]=3)[S:35][CH:36]=2)[CH:31]=[CH:30][CH:29]=[CH:28][CH:27]=1.C1(P(C2C=CC=CC=2)C2C=CC=CC=2)C=CC=CC=1.N(C(OCC)=O)=NC(OCC)=O, predict the reaction product. (5) Given the reactants C=O.[C:3]([BH3-])#N.[Na+].[CH3:7][O:8][C:9]1[CH:10]=[C:11]2[C:16](=[CH:17][C:18]=1[O:19][CH2:20][CH:21]1[CH2:26][CH2:25][NH:24][CH2:23][CH2:22]1)[N:15]=[CH:14][N:13]([CH2:27][O:28][C:29](=[O:34])[C:30]([CH3:33])([CH3:32])[CH3:31])[C:12]2=[O:35], predict the reaction product. The product is: [CH3:7][O:8][C:9]1[CH:10]=[C:11]2[C:16](=[CH:17][C:18]=1[O:19][CH2:20][CH:21]1[CH2:22][CH2:23][N:24]([CH3:3])[CH2:25][CH2:26]1)[N:15]=[CH:14][N:13]([CH2:27][O:28][C:29](=[O:34])[C:30]([CH3:31])([CH3:32])[CH3:33])[C:12]2=[O:35]. (6) Given the reactants [NH:1]1[CH2:6][CH2:5][CH:4]([C:7]2[C:15]3[NH:14][C:13](=[O:16])[NH:12][C:11]=3[CH:10]=[CH:9][CH:8]=2)[CH2:3][CH2:2]1.[Cl:17][C:18]1[CH:19]=[C:20]([CH:33]=[CH:34][C:35]=1[Cl:36])[C:21]([NH:23][CH2:24][C:25](=[O:32])[N:26]1[CH2:30][CH2:29][C:28](=O)[CH2:27]1)=[O:22], predict the reaction product. The product is: [Cl:17][C:18]1[CH:19]=[C:20]([CH:33]=[CH:34][C:35]=1[Cl:36])[C:21]([NH:23][CH2:24][C:25](=[O:32])[N:26]1[CH2:27][CH2:28][CH:29]([N:1]2[CH2:2][CH2:3][CH:4]([C:7]3[C:15]4[NH:14][C:13](=[O:16])[NH:12][C:11]=4[CH:10]=[CH:9][CH:8]=3)[CH2:5][CH2:6]2)[CH2:30]1)=[O:22]. (7) Given the reactants [OH:1][C@@H:2]([C@H:4]1[C:34](=[O:35])[N:6]2[C:7]([C:21]([O:23][CH2:24][C:25]3[CH:30]=[CH:29][C:28]([N+:31]([O-:33])=[O:32])=[CH:27][CH:26]=3)=[O:22])=[C:8]([C:11]3[S:15][C:14]4=[C:16]([S:19][CH3:20])[N:17]=[CH:18][N:13]4[CH:12]=3)[C@H:9]([CH3:10])[C@H:5]12)[CH3:3].Br[CH2:37][CH2:38][C:39]([NH2:41])=[O:40].[I-:42].[Na+], predict the reaction product. The product is: [I-:42].[C:39]([CH2:38][CH2:37][N:17]1[C:16]([S:19][CH3:20])=[C:14]2[S:15][C:11]([C:8]3[C@H:9]([CH3:10])[C@@H:5]4[C@@H:4]([C@H:2]([OH:1])[CH3:3])[C:34](=[O:35])[N:6]4[C:7]=3[C:21]([O:23][CH2:24][C:25]3[CH:26]=[CH:27][C:28]([N+:31]([O-:33])=[O:32])=[CH:29][CH:30]=3)=[O:22])=[CH:12][N+:13]2=[CH:18]1)(=[O:40])[NH2:41]. (8) The product is: [NH2:43][C:19]1[N:18]=[C:17]([C:15]2[N:14]([CH3:44])[C:11]3[CH2:12][CH2:13][NH:8][C:9](=[O:45])[C:10]=3[CH:16]=2)[C:22]([C:23]#[C:24][C:25]2[CH:26]=[C:27]([NH:31][S:32]([C:35]3[CH:40]=[C:39]([F:41])[CH:38]=[CH:37][C:36]=3[F:42])(=[O:33])=[O:34])[CH:28]=[CH:29][CH:30]=2)=[CH:21][N:20]=1. Given the reactants C(OC([N:8]1[CH2:13][CH2:12][C:11]2[N:14]([CH3:44])[C:15]([C:17]3[C:22]([C:23]#[C:24][C:25]4[CH:30]=[CH:29][CH:28]=[C:27]([NH:31][S:32]([C:35]5[CH:40]=[C:39]([F:41])[CH:38]=[CH:37][C:36]=5[F:42])(=[O:34])=[O:33])[CH:26]=4)=[CH:21][N:20]=[C:19]([NH2:43])[N:18]=3)=[CH:16][C:10]=2[C:9]1=[O:45])=O)(C)(C)C.Cl, predict the reaction product. (9) The product is: [N:1]1([CH2:6][CH2:7][O:8][CH2:9][C:10]2[CH:15]=[CH:14][CH:13]=[CH:12][C:11]=2[CH2:16][CH2:17][C:18]([OH:20])=[O:19])[CH2:2][CH2:3][CH2:4][CH2:5]1. Given the reactants [N:1]1([CH2:6][CH2:7][O:8][CH2:9][C:10]2[CH:15]=[CH:14][CH:13]=[CH:12][C:11]=2[CH2:16][CH2:17][C:18]([O:20]CC)=[O:19])[CH2:5][CH2:4][CH2:3][CH2:2]1.[OH-].[Na+].Cl.C(O)C, predict the reaction product. (10) Given the reactants [NH2:1][CH2:2][C:3]1([CH2:26][C:27]2[CH:36]=[CH:35][C:30]([C:31]([O:33][CH3:34])=[O:32])=[CH:29][CH:28]=2)[CH2:8][CH2:7][N:6]([CH2:9][C:10](=[O:25])[NH:11][C:12]2[CH:17]=[CH:16][C:15]([O:18][C:19]3[CH:24]=[CH:23][CH:22]=[CH:21][CH:20]=3)=[CH:14][CH:13]=2)[CH2:5][CH2:4]1.[CH3:37][O:38][C:39]1[CH:46]=[C:45]([O:47][CH3:48])[CH:44]=[C:43]([O:49][CH3:50])[C:40]=1[CH:41]=O.C(O)(=O)C.C(O[BH-](OC(=O)C)OC(=O)C)(=O)C.[Na+], predict the reaction product. The product is: [O:25]=[C:10]([NH:11][C:12]1[CH:13]=[CH:14][C:15]([O:18][C:19]2[CH:24]=[CH:23][CH:22]=[CH:21][CH:20]=2)=[CH:16][CH:17]=1)[CH2:9][N:6]1[CH2:7][CH2:8][C:3]([CH2:26][C:27]2[CH:28]=[CH:29][C:30]([C:31]([O:33][CH3:34])=[O:32])=[CH:35][CH:36]=2)([CH2:2][NH:1][CH2:41][C:40]2[C:43]([O:49][CH3:50])=[CH:44][C:45]([O:47][CH3:48])=[CH:46][C:39]=2[O:38][CH3:37])[CH2:4][CH2:5]1.